From a dataset of Catalyst prediction with 721,799 reactions and 888 catalyst types from USPTO. Predict which catalyst facilitates the given reaction. (1) Reactant: Br[C:2]1[S:6][C:5]([C:7]2[CH:24]=[CH:23][C:10]3[CH2:11][CH2:12][N:13]([C:16]([O:18][C:19]([CH3:22])([CH3:21])[CH3:20])=[O:17])[CH2:14][CH2:15][C:9]=3[CH:8]=2)=[N:4][CH:3]=1.[Cl:25][C:26]1[CH:27]=[C:28](B(O)O)[CH:29]=[CH:30][C:31]=1[O:32][CH:33]([CH3:35])[CH3:34].C([O-])(O)=O.[Na+]. Product: [Cl:25][C:26]1[CH:27]=[C:28]([C:2]2[S:6][C:5]([C:7]3[CH:24]=[CH:23][C:10]4[CH2:11][CH2:12][N:13]([C:16]([O:18][C:19]([CH3:22])([CH3:21])[CH3:20])=[O:17])[CH2:14][CH2:15][C:9]=4[CH:8]=3)=[N:4][CH:3]=2)[CH:29]=[CH:30][C:31]=1[O:32][CH:33]([CH3:35])[CH3:34]. The catalyst class is: 294. (2) Reactant: Br[C:2]1[CH:17]=[CH:16][C:5]([O:6][CH2:7][CH2:8][N:9]2[CH2:15][CH2:14][CH2:13][CH2:12][CH2:11][CH2:10]2)=[CH:4][CH:3]=1.[CH2:18]([Li])CCC.[C:23]([Si:27]([CH3:57])([CH3:56])[O:28][C:29]1[CH:30]=[CH:31][C:32]2[C:33]3[C:46](=[O:47])[O:45][C:44]4[CH:43]=[C:42]([O:48][Si:49]([C:52]([CH3:55])([CH3:54])[CH3:53])([CH3:51])[CH3:50])[CH:41]=[CH:40][C:39]=4[C:34]=3[CH2:35][O:36][C:37]=2[CH:38]=1)([CH3:26])([CH3:25])[CH3:24].C[Mg]Br. Product: [N:9]1([CH2:8][CH2:7][O:6][C:5]2[CH:16]=[CH:17][C:2]([C:46]([C:33]3[C:32]4[C:37](=[CH:38][C:29]([O:28][Si:27]([C:23]([CH3:25])([CH3:24])[CH3:26])([CH3:56])[CH3:57])=[CH:30][CH:31]=4)[O:36][CH2:35][C:34]=3[C:39]3[CH:40]=[CH:41][C:42]([O:48][Si:49]([C:52]([CH3:55])([CH3:54])[CH3:53])([CH3:51])[CH3:50])=[CH:43][C:44]=3[OH:45])([OH:47])[CH3:18])=[CH:3][CH:4]=2)[CH2:15][CH2:14][CH2:13][CH2:12][CH2:11][CH2:10]1. The catalyst class is: 1. (3) Reactant: [N:1]1[CH:6]=[CH:5][CH:4]=[C:3]([CH:7]([CH2:11][C:12]([C:14]2[CH:19]=[CH:18][CH:17]=[CH:16][N:15]=2)=O)[C:8](O)=[O:9])[CH:2]=1.O.[NH2:21][NH2:22]. Product: [N:1]1[CH:6]=[CH:5][CH:4]=[C:3]([CH:7]2[CH2:11][C:12]([C:14]3[CH:19]=[CH:18][CH:17]=[CH:16][N:15]=3)=[N:22][NH:21][C:8]2=[O:9])[CH:2]=1. The catalyst class is: 8. (4) Reactant: [CH:1]([C:3]1[CH:4]=[C:5]([C:14]2[S:15][C:16]([C:20]([O:22]CC)=[O:21])=[C:17]([CH3:19])[N:18]=2)[CH:6]=[CH:7][C:8]=1[O:9][CH2:10][CH:11]([CH3:13])[CH3:12])=[O:2].[OH-].[Na+].Cl. Product: [CH:1]([C:3]1[CH:4]=[C:5]([C:14]2[S:15][C:16]([C:20]([OH:22])=[O:21])=[C:17]([CH3:19])[N:18]=2)[CH:6]=[CH:7][C:8]=1[O:9][CH2:10][CH:11]([CH3:13])[CH3:12])=[O:2]. The catalyst class is: 8.